This data is from Experimentally validated miRNA-target interactions with 360,000+ pairs, plus equal number of negative samples. The task is: Binary Classification. Given a miRNA mature sequence and a target amino acid sequence, predict their likelihood of interaction. (1) The miRNA is hsa-miR-6743-5p with sequence AAGGGGCAGGGACGGGUGGCCC. The protein sequence of the target gene is MNDRSSRRRTMKDDETFEISIPFDEAPHLDPQIFYSLSPSRRNFEEPPEAASSALALMNSVKTQLHMALERNSWLQKRIEDLEEERDFLRCQLDKFISSARMEAEDHCRMKPGPRRMEGDSRGGAGGEASDPESAASSLSGASEEGSASERRRQKQKGGASRRRFGKPKARERQRVKDADGVLCRYKKILGTFQKLKSMSRAFEHHRVDRNTVALTTPIAELLIVAPEKLAEVGEFDPSKERLLEYSRRCFLALDDETLKKVQALKKSKLLLPITYRFKR. Result: 1 (interaction). (2) The miRNA is mmu-miR-7026-3p with sequence UGUGCUUUCUGGUCUUGGCUUAG. The protein sequence of the target gene is MEVLPKALEVDERSPESKDLLPSQTASSLCISSRSESVWTTTPKSNWEIYHKPIIIMSVGAAILLFGVAITCVAYILEEKHKVVQVLRMIGPAFLSLGLMMLVCGLVWVPIIKKKQKQRQKSNFFQSLKFFLLNR. Result: 0 (no interaction). (3) The miRNA is hsa-miR-5706 with sequence UUCUGGAUAACAUGCUGAAGCU. The protein sequence of the target gene is MSVGRRRIKLLGILMMANVFIYFIMEVSKSSSQEKNGKGEVIIPKEKFWKISTPPEAYWNREQEKLNRQYNPILSMLTNQTGEAGRLSNISHLNYCEPDLRVTSVVTGFNNLPDRFKDFLLYLRCRNYSLLIDQPDKCAKKPFLLLAIKSLTPHFARRQAIRESWGQESNAGNQTVVRVFLLGQTPPEDNHPDLSDMLKFESEKHQDILMWNYRDTFFNLSLKEVLFLRWVSTSCPDTEFVFKGDDDVFVNTHHILNYLNSLSKTKAKDLFIGDVIHNAGPHRDKKLKYYIPEVVYSGLY.... Result: 1 (interaction). (4) The miRNA is mmu-miR-124-3p with sequence UAAGGCACGCGGUGAAUGCC. The protein sequence of the target gene is MSEWESYYKTEGEEEEEEEESPDTGGEYKYSGRDSLIFLVDASRAMFESQGEDELTPFDMSIQCIQSVYTSKIISSDRDLLAVVFYGTEKDKNSVNFKNIYVLQDLDNPGAKRVLELDQFKGQQGKKHFRDTVGHGSDYSLSEVLWVCANLFSDVQLKMSHKRIMLFTNEDDPHGRDSAKASRARTKASDLRDTGIFLDLMHLKKPGGFDVSVFYRDIITTAEDEDLGVHFEESSKLEDLLRKVRAKETKKRVLSRLKFKLGEDVVLMVGIYNLVQKANKPFPVRLYRETNEPVKTKTRT.... Result: 1 (interaction). (5) The miRNA is hsa-miR-876-5p with sequence UGGAUUUCUUUGUGAAUCACCA. The protein sequence of the target gene is MPSKGPLQSVQVFGRKKTATAVAHCKRGNGLIKVNGRPLEMIEPRTLQYKLLEPVLLLGKERFAGVDIRVRVKGGGHVAQIYAIRQSISKALVAYYQKYVDEASKKEIKDILIQYDRTLLVADPRRCESKKFGGPGARARYQKSYR. Result: 1 (interaction). (6) The miRNA is mmu-miR-503-5p with sequence UAGCAGCGGGAACAGUACUGCAG. The protein sequence of the target gene is MAAVAARAGGLLWLRAAGAERRRCGLRCAALVQGFLQPGGEDTAQKRRVAHFTFHPDPESLQYGQTQKMNLFQSITSALDNSLAKDPTAVIFGEDVAFGGVFRCTVGLRDKYGKDRVFNTPLCEQGIVGFGIGIAVTGATAIAEIQFADYIFPAFDQIVNEAAKYRYRSGDLFNCGSLTIRAPWGCVGHGALYHSQSPEAFFAHCPGIKVVIPRSPFQAKGLLLSCIEDKNPCIFFEPKILYRAAVEQVPVEPYKIPLSQAEVIQEGSDVTLVAWGTQVHVIREVASMAQEKLGVSCEVI.... Result: 0 (no interaction).